Dataset: Forward reaction prediction with 1.9M reactions from USPTO patents (1976-2016). Task: Predict the product of the given reaction. (1) Given the reactants C[O:2][C:3](=[O:35])[C@H:4]([CH2:20][CH2:21][CH2:22][CH2:23][NH:24][C:25]([O:27][CH2:28][C:29]1[CH:34]=[CH:33][CH:32]=[CH:31][CH:30]=1)=[O:26])[N:5]([CH2:16][CH:17]([CH3:19])[CH3:18])[S:6]([C:9]1[CH:14]=[CH:13][C:12]([CH3:15])=[CH:11][CH:10]=1)(=[O:8])=[O:7].[OH-].[Na+], predict the reaction product. The product is: [CH2:16]([N:5]([S:6]([C:9]1[CH:10]=[CH:11][C:12]([CH3:15])=[CH:13][CH:14]=1)(=[O:8])=[O:7])[CH:4]([C:3]([OH:35])=[O:2])[CH2:20][CH2:21][CH2:22][CH2:23][NH:24][C:25]([O:27][CH2:28][C:29]1[CH:34]=[CH:33][CH:32]=[CH:31][CH:30]=1)=[O:26])[CH:17]([CH3:18])[CH3:19]. (2) Given the reactants CC1(C)C(C)(C)OB([C:9]2[CH:10]=[C:11]3[C:16](=[CH:17][CH:18]=2)[O:15][C@@H:14]([CH2:19][N:20]([CH2:39][C:40]2[CH:45]=[CH:44][CH:43]=[CH:42][CH:41]=2)[CH2:21][C@H:22]([O:31][Si:32]([C:35]([CH3:38])([CH3:37])[CH3:36])([CH3:34])[CH3:33])[CH2:23][O:24][C:25]2[CH:30]=[CH:29][CH:28]=[CH:27][CH:26]=2)[CH2:13][CH2:12]3)O1.Cl[C:48]1[CH:53]=[CH:52][N:51]=[C:50]([C:54]([NH2:56])=[O:55])[CH:49]=1.C(=O)([O-])[O-].[Na+].[Na+].C1(P(C2C=CC=CC=2)C2C=CC=CC=2)C=CC=CC=1, predict the reaction product. The product is: [CH3:38][C:35]([Si:32]([CH3:34])([CH3:33])[O:31][C@H:22]([CH2:23][O:24][C:25]1[CH:26]=[CH:27][CH:28]=[CH:29][CH:30]=1)[CH2:21][N:20]([CH2:19][C@H:14]1[CH2:13][CH2:12][C:11]2[C:16](=[CH:17][CH:18]=[C:9]([C:48]3[CH:53]=[CH:52][N:51]=[C:50]([C:54]([NH2:56])=[O:55])[CH:49]=3)[CH:10]=2)[O:15]1)[CH2:39][C:40]1[CH:45]=[CH:44][CH:43]=[CH:42][CH:41]=1)([CH3:36])[CH3:37]. (3) Given the reactants [N:1]1([C:6]2[C:7]([NH2:16])=[N:8][CH:9]=[C:10]([C:12]([F:15])([F:14])[F:13])[CH:11]=2)[CH:5]=[N:4][CH:3]=[N:2]1.Cl[C:18]([C:21]([O:23][CH2:24][CH3:25])=[O:22])=[CH:19][O-].[K+].S(=O)(=O)(O)O, predict the reaction product. The product is: [N:1]1([C:6]2[C:7]3[N:8]([C:18]([C:21]([O:23][CH2:24][CH3:25])=[O:22])=[CH:19][N:16]=3)[CH:9]=[C:10]([C:12]([F:13])([F:15])[F:14])[CH:11]=2)[CH:5]=[N:4][CH:3]=[N:2]1. (4) Given the reactants [CH:1]([C:3]1[C:4]([CH3:24])=[C:5]([C:9]2[C:14]([CH3:15])=[CH:13][C:12]([O:16][CH2:17][C:18]([O:20]CC)=[O:19])=[CH:11][C:10]=2[CH3:23])[CH:6]=[CH:7][CH:8]=1)=[O:2].[OH-].[Na+].Cl, predict the reaction product. The product is: [CH:1]([C:3]1[C:4]([CH3:24])=[C:5]([C:9]2[C:14]([CH3:15])=[CH:13][C:12]([O:16][CH2:17][C:18]([OH:20])=[O:19])=[CH:11][C:10]=2[CH3:23])[CH:6]=[CH:7][CH:8]=1)=[O:2]. (5) The product is: [OH:1][CH2:2][CH2:3][NH:4][S:5]([C:8]1[CH:13]=[CH:12][C:11]([C:18]2[CH:19]=[CH:20][C:21]([O:24][CH2:25][CH:26]3[CH2:31][CH2:30][N:29]([C:32]4[O:36][N:35]=[C:34]([CH:37]([CH3:39])[CH3:38])[N:33]=4)[CH2:28][CH2:27]3)=[CH:22][CH:23]=2)=[CH:10][CH:9]=1)(=[O:7])=[O:6]. Given the reactants [OH:1][CH2:2][CH2:3][NH:4][S:5]([C:8]1[CH:13]=[CH:12][C:11](B(O)O)=[CH:10][CH:9]=1)(=[O:7])=[O:6].Br[C:18]1[CH:23]=[CH:22][C:21]([O:24][CH2:25][CH:26]2[CH2:31][CH2:30][N:29]([C:32]3[O:36][N:35]=[C:34]([CH:37]([CH3:39])[CH3:38])[N:33]=3)[CH2:28][CH2:27]2)=[CH:20][CH:19]=1.C([O-])([O-])=O.[Na+].[Na+], predict the reaction product.